This data is from Reaction yield outcomes from USPTO patents with 853,638 reactions. The task is: Predict the reaction yield, written as a fraction of the theoretical maximum amount of product (1.0 means a 100% yield; for example, 0.34 means a 34% yield). The reactants are C([S-])C.[Na+].[SH:5][CH2:6][CH2:7][C:8]1[CH:13]=[CH:12][CH:11]=[C:10]([C:14]2[CH:19]=[CH:18][CH:17]=[C:16]([C:20]([O-:22])=[O:21])[CH:15]=2)[C:9]=1[C:23]([O:25]C)=[O:24]. The catalyst is CN(C=O)C. The product is [SH:5][CH2:6][CH2:7][C:8]1[CH:13]=[CH:12][CH:11]=[C:10]([C:14]2[CH:19]=[CH:18][CH:17]=[C:16]([C:20]([OH:22])=[O:21])[CH:15]=2)[C:9]=1[C:23]([OH:25])=[O:24]. The yield is 0.570.